From a dataset of Catalyst prediction with 721,799 reactions and 888 catalyst types from USPTO. Predict which catalyst facilitates the given reaction. (1) Reactant: [CH:1]1([C:4]2[CH:9]=[CH:8][N:7]=[CH:6][C:5]=2[N:10]2[CH2:14][CH2:13][NH:12][C:11]2=[O:15])[CH2:3][CH2:2]1.Br[C:17]1[CH:27]=[CH:26][C:20]2[S:21][C:22]([F:25])=[C:23]([CH3:24])[C:19]=2[CH:18]=1.CN[C@@H]1CCCC[C@H]1NC.P([O-])([O-])([O-])=O.[K+].[K+].[K+]. Product: [CH:1]1([C:4]2[CH:9]=[CH:8][N:7]=[CH:6][C:5]=2[N:10]2[CH2:14][CH2:13][N:12]([C:17]3[CH:27]=[CH:26][C:20]4[S:21][C:22]([F:25])=[C:23]([CH3:24])[C:19]=4[CH:18]=3)[C:11]2=[O:15])[CH2:3][CH2:2]1. The catalyst class is: 246. (2) Reactant: [F:1][C:2]1[CH:11]=[C:10]2[C:5]([CH:6]=[CH:7][CH:8]=[N:9]2)=[CH:4][C:3]=1NC.Br[C:15]1[C:16]([NH2:22])=[N:17][CH:18]=[C:19]([Br:21])[N:20]=1.C[CH2:24][N:25](C(C)C)C(C)C. Product: [Br:21][C:19]1[N:20]=[C:15]([NH:25][CH2:24][C:3]2[CH:4]=[C:5]3[C:10](=[CH:11][C:2]=2[F:1])[N:9]=[CH:8][CH:7]=[CH:6]3)[C:16]([NH2:22])=[N:17][CH:18]=1. The catalyst class is: 34. (3) The catalyst class is: 27. Reactant: [CH3:1][O:2][C:3]1[CH:8]=[CH:7][CH:6]=[C:5]([O:9][CH3:10])[CH:4]=1.C([Li])CCC.[CH3:16][C:17](=[O:20])[CH2:18][CH3:19]. Product: [CH3:1][O:2][C:3]1[CH:8]=[CH:7][CH:6]=[C:5]([O:9][CH3:10])[C:4]=1[C:17]([OH:20])([CH2:18][CH3:19])[CH3:16]. (4) Reactant: C([O:3][C:4](=O)[CH2:5][CH2:6][C@@H:7]([CH2:23][O:24][S:25]([C:28]1[CH:34]=[CH:33][C:31]([CH3:32])=[CH:30][CH:29]=1)(=[O:27])=[O:26])[CH2:8][C@H:9]1[CH2:13][O:12][C:11]([CH3:15])([CH3:14])[N:10]1[C:16]([O:18][C:19]([CH3:22])([CH3:21])[CH3:20])=[O:17])C.[CH3:36][CH2:37][Mg+].[Br-].[C@H](O)(C([O-])=O)[C@@H](O)C([O-])=O.[Na+].[K+]. Product: [OH:3][C:4]1([CH2:5][CH2:6][C@@H:7]([CH2:23][O:24][S:25]([C:28]2[CH:34]=[CH:33][C:31]([CH3:32])=[CH:30][CH:29]=2)(=[O:26])=[O:27])[CH2:8][C@H:9]2[CH2:13][O:12][C:11]([CH3:14])([CH3:15])[N:10]2[C:16]([O:18][C:19]([CH3:21])([CH3:20])[CH3:22])=[O:17])[CH2:37][CH2:36]1. The catalyst class is: 49. (5) Reactant: [Cl:1][C:2]1[CH:7]=[C:6]([Cl:8])[CH:5]=[CH:4][C:3]=1[C:9]1[N:10]=[C:11]([CH2:23][C:24]2[CH:29]=[CH:28][C:27]([C:30]3[CH:35]=[CH:34][C:33]([OH:36])=[CH:32][CH:31]=3)=[CH:26][CH:25]=2)[N:12]([C:14]2[CH:19]=[CH:18][C:17]([N+:20]([O-:22])=[O:21])=[CH:16][CH:15]=2)[CH:13]=1.[C:37]([N:44]1[CH2:49][CH2:48][CH:47](O)[CH2:46][CH2:45]1)([O:39][C:40]([CH3:43])([CH3:42])[CH3:41])=[O:38].C1(P(C2C=CC=CC=2)C2C=CC=CC=2)C=CC=CC=1.N(C(OC(C)C)=O)=NC(OC(C)C)=O. Product: [C:40]([O:39][C:37]([N:44]1[CH2:49][CH2:48][CH:47]([O:36][C:33]2[CH:34]=[CH:35][C:30]([C:27]3[CH:28]=[CH:29][C:24]([CH2:23][C:11]4[N:12]([C:14]5[CH:19]=[CH:18][C:17]([N+:20]([O-:22])=[O:21])=[CH:16][CH:15]=5)[CH:13]=[C:9]([C:3]5[CH:4]=[CH:5][C:6]([Cl:8])=[CH:7][C:2]=5[Cl:1])[N:10]=4)=[CH:25][CH:26]=3)=[CH:31][CH:32]=2)[CH2:46][CH2:45]1)=[O:38])([CH3:43])([CH3:41])[CH3:42]. The catalyst class is: 1. (6) The catalyst class is: 3. Product: [CH3:7][N:6]([CH3:8])[C:4]([C@@H:3]([NH:2][C:21]([C:19]1[NH:18][C:22]2=[CH:23][N:31]=[C:29]([C:28]#[CH:27])[CH:30]=[C:24]2[CH:20]=1)=[O:35])[CH2:9][C:10]1[CH:11]=[CH:12][CH:13]=[CH:14][CH:15]=1)=[O:5]. Reactant: Cl.[NH2:2][C@@H:3]([CH2:9][C:10]1[CH:15]=[CH:14][CH:13]=[CH:12][CH:11]=1)[C:4]([N:6]([CH3:8])[CH3:7])=[O:5].CC[N:18]([CH:22]([CH3:24])[CH3:23])[CH:19]([CH3:21])[CH3:20].C1C=[CH:27][C:28]2N(O)N=[N:31][C:29]=2[CH:30]=1.[OH2:35].CCN=C=NCCCN(C)C. (7) Reactant: [CH3:1][C:2]1[CH:7]=[CH:6][C:5]([S:8]([N:11]2[CH2:17][CH2:16][C:15]3[CH:18]=[CH:19][C:20]([NH2:22])=[CH:21][C:14]=3[CH2:13][CH2:12]2)(=[O:10])=[O:9])=[CH:4][CH:3]=1.C(N(CC)CC)C.[C:30]1([CH3:42])[CH:35]=[CH:34][C:33]([S:36](N=C=O)(=[O:38])=[O:37])=[CH:32][CH:31]=1. The catalyst class is: 7. Product: [CH3:1][C:2]1[CH:3]=[CH:4][C:5]([S:8]([N:11]2[CH2:17][CH2:16][C:15]3[CH:18]=[CH:19][C:20]([NH:22][S:36]([C:33]4[CH:34]=[CH:35][C:30]([CH3:42])=[CH:31][CH:32]=4)(=[O:38])=[O:37])=[CH:21][C:14]=3[CH2:13][CH2:12]2)(=[O:10])=[O:9])=[CH:6][CH:7]=1. (8) The catalyst class is: 5. Reactant: [C:1]([C:5]1[CH:10]=[CH:9][C:8]([C:11]2[N:15]([CH3:16])[N:14]=[C:13]([C:17](=[N:19][NH:20][C:21]([NH:23][C:24]3[CH:33]=[CH:32][C:27]([C:28]([O:30]C)=[O:29])=[C:26]([N+:34]([O-:36])=[O:35])[CH:25]=3)=[S:22])[CH3:18])[C:12]=2[OH:37])=[CH:7][CH:6]=1)([CH3:4])([CH3:3])[CH3:2].[OH-].[Na+]. Product: [C:1]([C:5]1[CH:10]=[CH:9][C:8]([C:11]2[N:15]([CH3:16])[N:14]=[C:13]([C:17](=[N:19][NH:20][C:21]([NH:23][C:24]3[CH:33]=[CH:32][C:27]([C:28]([OH:30])=[O:29])=[C:26]([N+:34]([O-:36])=[O:35])[CH:25]=3)=[S:22])[CH3:18])[C:12]=2[OH:37])=[CH:7][CH:6]=1)([CH3:2])([CH3:3])[CH3:4]. (9) Reactant: [CH3:1][C:2]([CH3:32])=[CH:3][CH2:4][N:5]1[C:9]2[CH:10]=[C:11]([N+:14]([O-])=O)[CH:12]=[CH:13][C:8]=2[N:7]=[C:6]1[N:17]1[CH2:21][CH:20]2[CH2:22][N:23]([C:25]([O:27][C:28]([CH3:31])([CH3:30])[CH3:29])=[O:26])[CH2:24][CH:19]2[CH2:18]1.[Cl-].[NH4+]. Product: [NH2:14][C:11]1[CH:12]=[CH:13][C:8]2[N:7]=[C:6]([N:17]3[CH2:18][CH:19]4[CH2:24][N:23]([C:25]([O:27][C:28]([CH3:30])([CH3:31])[CH3:29])=[O:26])[CH2:22][CH:20]4[CH2:21]3)[N:5]([CH2:4][CH:3]=[C:2]([CH3:32])[CH3:1])[C:9]=2[CH:10]=1. The catalyst class is: 190.